Dataset: Forward reaction prediction with 1.9M reactions from USPTO patents (1976-2016). Task: Predict the product of the given reaction. Given the reactants ClC(Cl)(O[C:5](=[O:11])OC(Cl)(Cl)Cl)Cl.[CH3:13][O:14][C:15]1[CH:20]=[CH:19][C:18]([C:21]2[N:22]=[C:23]([CH:34]3[CH2:39][CH2:38][NH:37][CH2:36][CH2:35]3)[O:24][C:25]=2[C:26]2[CH:31]=[CH:30][C:29]([O:32][CH3:33])=[CH:28][CH:27]=2)=[CH:17][CH:16]=1.C(N(CC)CC)C.Cl.[CH:48]1([NH:54][OH:55])[CH2:53][CH2:52][CH2:51][CH2:50][CH2:49]1.[Cl-].[NH4+], predict the reaction product. The product is: [CH3:13][O:14][C:15]1[CH:20]=[CH:19][C:18]([C:21]2[N:22]=[C:23]([CH:34]3[CH2:39][CH2:38][N:37]([C:5](=[O:11])[N:54]([CH:48]4[CH2:53][CH2:52][CH2:51][CH2:50][CH2:49]4)[OH:55])[CH2:36][CH2:35]3)[O:24][C:25]=2[C:26]2[CH:31]=[CH:30][C:29]([O:32][CH3:33])=[CH:28][CH:27]=2)=[CH:17][CH:16]=1.